From a dataset of Forward reaction prediction with 1.9M reactions from USPTO patents (1976-2016). Predict the product of the given reaction. Given the reactants [Cl:1][C:2]1[CH:9]=[CH:8][C:5]([CH:6]=O)=[CH:4][C:3]=1[N+:10]([O-:12])=[O:11].C([O-])(=O)C.[NH4+].[N+:18]([CH3:21])([O-:20])=[O:19], predict the reaction product. The product is: [Cl:1][C:2]1[CH:9]=[CH:8][C:5]([CH:6]=[CH:21][N+:18]([O-:20])=[O:19])=[CH:4][C:3]=1[N+:10]([O-:12])=[O:11].